Dataset: Peptide-MHC class II binding affinity with 134,281 pairs from IEDB. Task: Regression. Given a peptide amino acid sequence and an MHC pseudo amino acid sequence, predict their binding affinity value. This is MHC class II binding data. (1) The peptide sequence is SPTEFTSISSNSGNL. The MHC is DRB1_1302 with pseudo-sequence DRB1_1302. The binding affinity (normalized) is 0.512. (2) The peptide sequence is EQEILNYMSPHHKKL. The MHC is DRB3_0101 with pseudo-sequence DRB3_0101. The binding affinity (normalized) is 0.271. (3) The peptide sequence is WTQSLRRGLSAWTTS. The MHC is H-2-IAb with pseudo-sequence H-2-IAb. The binding affinity (normalized) is 0.252. (4) The peptide sequence is IELQIVDKIDAAFKI. The MHC is DRB3_0202 with pseudo-sequence DRB3_0202. The binding affinity (normalized) is 0.158. (5) The peptide sequence is AAYKLAYKTAEGATP. The MHC is HLA-DPA10201-DPB11401 with pseudo-sequence HLA-DPA10201-DPB11401. The binding affinity (normalized) is 0.198. (6) The peptide sequence is INEPTKAAIAYGLDR. The MHC is HLA-DQA10102-DQB10602 with pseudo-sequence HLA-DQA10102-DQB10602. The binding affinity (normalized) is 0.609. (7) The peptide sequence is EPAYFATAESVRDHL. The MHC is HLA-DQA10401-DQB10402 with pseudo-sequence HLA-DQA10401-DQB10402. The binding affinity (normalized) is 0.362. (8) The peptide sequence is YDGFLANVSTVLTGK. The MHC is DRB1_1602 with pseudo-sequence DRB1_1602. The binding affinity (normalized) is 0.909. (9) The peptide sequence is AFSIRPGLLIGFGLR. The MHC is DRB3_0202 with pseudo-sequence DRB3_0202. The binding affinity (normalized) is 0. (10) The peptide sequence is AAVKAGATLLDGGNM. The MHC is DRB1_0101 with pseudo-sequence DRB1_0101. The binding affinity (normalized) is 0.486.